From a dataset of Forward reaction prediction with 1.9M reactions from USPTO patents (1976-2016). Predict the product of the given reaction. (1) Given the reactants [F:1][C:2]([F:15])([F:14])[S:3]([O:6]S(C(F)(F)F)(=O)=O)(=[O:5])=[O:4].O[C:17]1[CH:22]=[CH:21][C:20]([CH2:23][C:24]([O:26][CH3:27])=[O:25])=[CH:19][C:18]=1[CH3:28].C(N(CC)CC)C, predict the reaction product. The product is: [CH3:28][C:18]1[CH:19]=[C:20]([CH2:23][C:24]([O:26][CH3:27])=[O:25])[CH:21]=[CH:22][C:17]=1[O:6][S:3]([C:2]([F:15])([F:14])[F:1])(=[O:5])=[O:4]. (2) Given the reactants [O:1]([C:8]1[CH:9]=[C:10]([CH:13]=[CH:14][CH:15]=1)[CH2:11]Cl)[C:2]1[CH:7]=[CH:6][CH:5]=[CH:4][CH:3]=1.N[C:17]([NH2:19])=[S:18].[OH-].[Na+].ClC1[S:24][C:25]2[C:31](=[O:32])[CH2:30][CH2:29][CH2:28][C:26]=2N=1.Cl, predict the reaction product. The product is: [O:1]([C:8]1[CH:9]=[C:10]([CH:13]=[CH:14][CH:15]=1)[CH2:11][S:18][C:17]1[S:24][C:25]2[C:31](=[O:32])[CH2:30][CH2:29][CH2:28][C:26]=2[N:19]=1)[C:2]1[CH:7]=[CH:6][CH:5]=[CH:4][CH:3]=1. (3) Given the reactants [CH3:1][O:2][C:3]([C:5]1[S:28][C:8]2[N:9]=[CH:10][N:11]=[C:12]([NH:13][C:14]3[CH:19]=[CH:18][C:17]([F:20])=[CH:16][C:15]=3[O:21][C@H:22]3[CH2:27][CH2:26][CH2:25][NH:24][CH2:23]3)[C:7]=2[C:6]=1[CH3:29])=[O:4].CCN(C(C)C)C(C)C.[CH3:39][S:40](Cl)(=[O:42])=[O:41], predict the reaction product. The product is: [CH3:1][O:2][C:3]([C:5]1[S:28][C:8]2[N:9]=[CH:10][N:11]=[C:12]([NH:13][C:14]3[CH:19]=[CH:18][C:17]([F:20])=[CH:16][C:15]=3[O:21][C@H:22]3[CH2:27][CH2:26][CH2:25][N:24]([S:40]([CH3:39])(=[O:42])=[O:41])[CH2:23]3)[C:7]=2[C:6]=1[CH3:29])=[O:4]. (4) Given the reactants [CH3:1][O:2][C:3](=[O:25])[CH:4]([C:10]1[CH:15]=[CH:14][C:13]([N+:16]([O-])=O)=[C:12]([O:19][CH2:20][C:21]([F:24])([F:23])[F:22])[CH:11]=1)[CH2:5][CH:6]1[CH2:9][CH2:8][CH2:7]1, predict the reaction product. The product is: [CH3:1][O:2][C:3](=[O:25])[CH:4]([C:10]1[CH:15]=[CH:14][C:13]([NH2:16])=[C:12]([O:19][CH2:20][C:21]([F:24])([F:23])[F:22])[CH:11]=1)[CH2:5][CH:6]1[CH2:7][CH2:8][CH2:9]1.